This data is from Catalyst prediction with 721,799 reactions and 888 catalyst types from USPTO. The task is: Predict which catalyst facilitates the given reaction. Reactant: [CH:1]([N:14]1[C:22]2[C:17](=[CH:18][C:19]([Cl:23])=[CH:20][CH:21]=2)[C:16]([CH2:24][CH2:25][S:26]([C:29]2C=CC(C3C=C(C=CC=3)C(OC)=O)=[CH:31][CH:30]=2)(=[O:28])=[O:27])=[C:15]1[CH2:45][CH2:46][NH:47][S:48]([CH2:51][C:52]1[CH:57]=[CH:56][CH:55]=[CH:54][C:53]=1[Cl:58])(=[O:50])=[O:49])([C:8]1[CH:13]=[CH:12][CH:11]=[CH:10][CH:9]=1)[C:2]1[CH:7]=[CH:6][CH:5]=[CH:4][CH:3]=1.[CH2:59]1[CH2:63][O:62][CH2:61][CH2:60]1.[OH-:64].[Na+]. Product: [CH:1]([N:14]1[C:22]2[C:17](=[CH:18][C:19]([Cl:23])=[CH:20][CH:21]=2)[C:16]([CH2:24][CH2:25][S:26]([C:29]2[CH:30]=[CH:31][C:60]([C:61]([OH:64])=[O:62])=[CH:59][CH:63]=2)(=[O:28])=[O:27])=[C:15]1[CH2:45][CH2:46][NH:47][S:48]([CH2:51][C:52]1[CH:57]=[CH:56][CH:55]=[CH:54][C:53]=1[Cl:58])(=[O:50])=[O:49])([C:8]1[CH:9]=[CH:10][CH:11]=[CH:12][CH:13]=1)[C:2]1[CH:7]=[CH:6][CH:5]=[CH:4][CH:3]=1. The catalyst class is: 5.